Predict the product of the given reaction. From a dataset of Forward reaction prediction with 1.9M reactions from USPTO patents (1976-2016). Given the reactants [CH2:1]([C:5]1[CH:10]=[CH:9][C:8]([C:11]#[C:12][C:13]2[CH:26]=[CH:25][CH:24]=[CH:23][C:14]=2[CH2:15][NH:16][CH2:17][CH2:18][CH2:19][CH2:20][CH2:21][CH3:22])=[CH:7][CH:6]=1)[CH2:2][CH2:3][CH3:4].[CH3:27][C:28]1([CH3:42])[O:33][C:32]2[CH:34]=[CH:35][C:36]([C:38]([OH:40])=O)=[CH:37][C:31]=2[C:30](=[O:41])[O:29]1.CCN=C=NCCCN(C)C.Cl.CCN(C(C)C)C(C)C.C1C=CC2N(O)N=NC=2C=1, predict the reaction product. The product is: [CH2:1]([C:5]1[CH:10]=[CH:9][C:8]([C:11]#[C:12][C:13]2[CH:26]=[CH:25][CH:24]=[CH:23][C:14]=2[CH2:15][N:16]([CH2:17][CH2:18][CH2:19][CH2:20][CH2:21][CH3:22])[C:38]([C:36]2[CH:35]=[CH:34][C:32]3[O:33][C:28]([CH3:27])([CH3:42])[O:29][C:30](=[O:41])[C:31]=3[CH:37]=2)=[O:40])=[CH:7][CH:6]=1)[CH2:2][CH2:3][CH3:4].